Predict the reactants needed to synthesize the given product. From a dataset of Full USPTO retrosynthesis dataset with 1.9M reactions from patents (1976-2016). (1) Given the product [C:26]([C:27]1[CH:28]=[C:11]([C:10](=[O:18])[C:7]2[CH:6]=[CH:5][C:4]([C:2]#[N:3])=[CH:9][CH:8]=2)[N:12]2[C:17]=1[CH:16]=[CH:15][CH:14]=[CH:13]2)(=[O:29])[CH3:25], predict the reactants needed to synthesize it. The reactants are: [Br-].[C:2]([C:4]1[CH:9]=[CH:8][C:7]([C:10](=[O:18])[CH2:11][N+:12]2[CH:17]=[CH:16][CH:15]=[CH:14][CH:13]=2)=[CH:6][CH:5]=1)#[N:3].C(=O)([O-])[O-].[K+].[K+].[CH3:25][C:26](=[O:29])[C:27]#[CH:28]. (2) Given the product [C:33]([O:37][C:38](=[O:46])[NH:39][CH2:40][C@H:41]1[CH2:45][CH2:44][N:43]([CH2:31][C:3]2[C:2]([Cl:1])=[C:11]3[C:6]([C:7](=[O:26])[N:8]([CH2:13][C:14]4[CH:19]=[C:18]([Cl:20])[CH:17]=[CH:16][C:15]=4[S:21]([CH2:24][CH3:25])(=[O:22])=[O:23])[C:9](=[O:12])[NH:10]3)=[CH:5][C:4]=2[C:27]([F:29])([F:30])[F:28])[CH2:42]1)([CH3:36])([CH3:34])[CH3:35], predict the reactants needed to synthesize it. The reactants are: [Cl:1][C:2]1[C:3]([CH:31]=O)=[C:4]([C:27]([F:30])([F:29])[F:28])[CH:5]=[C:6]2[C:11]=1[NH:10][C:9](=[O:12])[N:8]([CH2:13][C:14]1[CH:19]=[C:18]([Cl:20])[CH:17]=[CH:16][C:15]=1[S:21]([CH2:24][CH3:25])(=[O:23])=[O:22])[C:7]2=[O:26].[C:33]([O:37][C:38](=[O:46])[NH:39][CH2:40][C@H:41]1[CH2:45][CH2:44][NH:43][CH2:42]1)([CH3:36])([CH3:35])[CH3:34]. (3) Given the product [Br:22][C:17]1[CH:18]=[C:19]2[C:14](=[CH:15][CH:16]=1)[N:13]=[C:12]1[NH:8][CH2:9][CH2:10][C:11]1=[C:20]2[NH2:21], predict the reactants needed to synthesize it. The reactants are: C([N:8]1[C:12]2=[N:13][C:14]3[C:19]([C:20]([NH2:21])=[C:11]2[CH2:10][CH2:9]1)=[CH:18][C:17]([Br:22])=[CH:16][CH:15]=3)C1C=CC=CC=1.B(Br)(Br)Br.[OH-].[Na+].